Dataset: Peptide-MHC class II binding affinity with 134,281 pairs from IEDB. Task: Regression. Given a peptide amino acid sequence and an MHC pseudo amino acid sequence, predict their binding affinity value. This is MHC class II binding data. (1) The peptide sequence is PDTIDFLIMRNLTNL. The MHC is DRB1_0301 with pseudo-sequence DRB1_0301. The binding affinity (normalized) is 0.477. (2) The peptide sequence is GGMGCSSPPCECHQEE. The MHC is DRB1_0302 with pseudo-sequence DRB1_0302. The binding affinity (normalized) is 0. (3) The peptide sequence is IVLASAALGPLIEGN. The MHC is HLA-DQA10102-DQB10501 with pseudo-sequence HLA-DQA10102-DQB10501. The binding affinity (normalized) is 0.699. (4) The peptide sequence is TVWAQSAAFPAFKPE. The MHC is HLA-DQA10102-DQB10602 with pseudo-sequence HLA-DQA10102-DQB10602. The binding affinity (normalized) is 0.326. (5) The peptide sequence is QTSRLLMRRMRRPTG. The MHC is HLA-DQA10601-DQB10402 with pseudo-sequence HLA-DQA10601-DQB10402. The binding affinity (normalized) is 0.346. (6) The peptide sequence is LKSKNLSVDERESLE. The MHC is DRB1_0101 with pseudo-sequence DRB1_0101. The binding affinity (normalized) is 0.401.